This data is from Peptide-MHC class I binding affinity with 185,985 pairs from IEDB/IMGT. The task is: Regression. Given a peptide amino acid sequence and an MHC pseudo amino acid sequence, predict their binding affinity value. This is MHC class I binding data. (1) The peptide sequence is RSKDTHVFA. The MHC is HLA-A30:01 with pseudo-sequence HLA-A30:01. The binding affinity (normalized) is 1.00. (2) The peptide sequence is SMGFKVTTR. The MHC is HLA-A33:01 with pseudo-sequence HLA-A33:01. The binding affinity (normalized) is 0.528. (3) The peptide sequence is SYLIRALTL. The MHC is HLA-A02:03 with pseudo-sequence HLA-A02:03. The binding affinity (normalized) is 0.0847. (4) The peptide sequence is DIRTLLPILL. The binding affinity (normalized) is 0.194. The MHC is HLA-A02:01 with pseudo-sequence HLA-A02:01. (5) The peptide sequence is ALYGWTVLV. The MHC is HLA-A02:01 with pseudo-sequence HLA-A02:01. The binding affinity (normalized) is 0.936.